This data is from Forward reaction prediction with 1.9M reactions from USPTO patents (1976-2016). The task is: Predict the product of the given reaction. (1) Given the reactants C(OC(=O)[NH:7][C:8]([CH3:18])([CH3:17])[CH2:9][C:10]1[CH:15]=[CH:14][C:13]([I:16])=[CH:12][CH:11]=1)(C)(C)C.Cl, predict the reaction product. The product is: [I:16][C:13]1[CH:12]=[CH:11][C:10]([CH2:9][C:8]([NH2:7])([CH3:17])[CH3:18])=[CH:15][CH:14]=1. (2) Given the reactants [F:1][C:2]1[CH:7]=[C:6]([N+:8]([O-])=O)[CH:5]=[CH:4][C:3]=1[N:11]1[CH:15]=[C:14]([CH3:16])[N:13]=[C:12]1[CH3:17], predict the reaction product. The product is: [CH3:17][C:12]1[N:11]([C:3]2[CH:4]=[CH:5][C:6]([NH2:8])=[CH:7][C:2]=2[F:1])[CH:15]=[C:14]([CH3:16])[N:13]=1. (3) Given the reactants Cl.NC1C=C(OC2C=CC(NC3N=CC=CC=3C(NC3C=CC(F)=CC=3F)=O)=CC=2F)C=CN=1.[C:35]([C:38]1[CH:43]=[C:42]([O:44][C:45]2[CH:50]=[CH:49][C:48]([NH:51][C:52]3[N:68]=[CH:67][CH:66]=[CH:65][C:53]=3[C:54]([NH:56][C:57]3[CH:62]=[CH:61][C:60](F)=[CH:59][C:58]=3F)=[O:55])=[CH:47][C:46]=2[F:69])[CH:41]=[CH:40][N:39]=1)(=[O:37])[NH2:36].[Cl:70]C1N=CC=CC=1C(NC1C=CC(Cl)=CC=1)=O, predict the reaction product. The product is: [C:35]([C:38]1[CH:43]=[C:42]([O:44][C:45]2[CH:50]=[CH:49][C:48]([NH:51][C:52]3[N:68]=[CH:67][CH:66]=[CH:65][C:53]=3[C:54]([NH:56][C:57]3[CH:62]=[CH:61][C:60]([Cl:70])=[CH:59][CH:58]=3)=[O:55])=[CH:47][C:46]=2[F:69])[CH:41]=[CH:40][N:39]=1)(=[O:37])[NH2:36]. (4) Given the reactants [CH2:1]([O:3][C:4]1[CH:11]=[CH:10][C:9]([OH:12])=[CH:8][C:5]=1[CH:6]=[O:7])[CH3:2].[CH2:13](Br)[C:14]1[CH:19]=[CH:18][CH:17]=[CH:16][CH:15]=1.C(=O)([O-])[O-].[K+].[K+].CN(C)C=O, predict the reaction product. The product is: [CH2:13]([O:12][C:9]1[CH:10]=[CH:11][C:4]([O:3][CH2:1][CH3:2])=[C:5]([CH:8]=1)[CH:6]=[O:7])[C:14]1[CH:19]=[CH:18][CH:17]=[CH:16][CH:15]=1. (5) Given the reactants C([O:3][C:4](=O)[C:5]([N:7]([CH3:21])[C:8]1[C:17]([N+:18]([O-])=O)=[CH:16][CH:15]=[C:14]2[C:9]=1[CH2:10][CH2:11][CH2:12][NH:13]2)=[O:6])C, predict the reaction product. The product is: [CH3:21][N:7]1[C:8]2[C:9]3[CH2:10][CH2:11][CH2:12][NH:13][C:14]=3[CH:15]=[CH:16][C:17]=2[NH:18][C:4](=[O:3])[C:5]1=[O:6].